From a dataset of NCI-60 drug combinations with 297,098 pairs across 59 cell lines. Regression. Given two drug SMILES strings and cell line genomic features, predict the synergy score measuring deviation from expected non-interaction effect. Drug 1: C1CCN(CC1)CCOC2=CC=C(C=C2)C(=O)C3=C(SC4=C3C=CC(=C4)O)C5=CC=C(C=C5)O. Drug 2: C1=C(C(=O)NC(=O)N1)F. Cell line: SR. Synergy scores: CSS=47.6, Synergy_ZIP=0.254, Synergy_Bliss=-0.999, Synergy_Loewe=-3.92, Synergy_HSA=-1.03.